The task is: Predict the reaction yield, written as a fraction of the theoretical maximum amount of product (1.0 means a 100% yield; for example, 0.34 means a 34% yield).. This data is from Reaction yield outcomes from USPTO patents with 853,638 reactions. (1) The reactants are [CH:1]1([N:4]2[C:9](=[O:10])[CH:8]=[C:7]([NH:11][CH3:12])[N:6]([C:13]3[CH:18]=[CH:17][C:16]([I:19])=[CH:15][C:14]=3[F:20])[C:5]2=[O:21])[CH2:3][CH2:2]1.[CH3:22][CH:23]([C:27]([OH:29])=O)[C:24]([OH:26])=O.C(OC(=O)C)(=O)C. No catalyst specified. The product is [CH:1]1([N:4]2[C:9](=[O:10])[C:8]3[C:27]([OH:29])=[C:23]([CH3:22])[C:24](=[O:26])[N:11]([CH3:12])[C:7]=3[N:6]([C:13]3[CH:18]=[CH:17][C:16]([I:19])=[CH:15][C:14]=3[F:20])[C:5]2=[O:21])[CH2:2][CH2:3]1. The yield is 0.210. (2) The catalyst is CC(N(C)C)=O.C(CC(C)(C)C)(C)C. The yield is 0.777. The reactants are O1CC[O:3][CH:2]1[C:6]1[CH:11]=[CH:10][C:9]([OH:12])=[C:8](OC)[CH:7]=1.Cl[C:16]1[N:17]=[CH:18][C:19]([C:22]#[N:23])=[N:20][CH:21]=1.C([O-])([O-])=O.[K+].[K+]. The product is [CH:2]([C:6]1[CH:7]=[CH:8][C:9]([O:12][C:16]2[N:17]=[CH:18][C:19]([C:22]#[N:23])=[N:20][CH:21]=2)=[CH:10][CH:11]=1)=[O:3].